This data is from Full USPTO retrosynthesis dataset with 1.9M reactions from patents (1976-2016). The task is: Predict the reactants needed to synthesize the given product. (1) The reactants are: C(=O)([O-])[O-].[K+].[K+].Br[CH2:8][CH2:9][CH2:10][N:11]1[C:15](=[O:16])[C:14]2=[CH:17][CH:18]=[CH:19][CH:20]=[C:13]2[C:12]1=[O:21].CN(C)C=O.[F:27][C:28]1[CH:33]=[CH:32][C:31]([OH:34])=[C:30]([N+:35]([O-:37])=[O:36])[CH:29]=1. Given the product [F:27][C:28]1[CH:33]=[CH:32][C:31]([O:34][CH2:8][CH2:9][CH2:10][N:11]2[C:15](=[O:16])[C:14]3[C:13](=[CH:20][CH:19]=[CH:18][CH:17]=3)[C:12]2=[O:21])=[C:30]([N+:35]([O-:37])=[O:36])[CH:29]=1, predict the reactants needed to synthesize it. (2) The reactants are: [C:1]([O:5][C:6]([N:8]1[C@@H:13]([CH2:14][O:15]CC2C=CC=CC=2)[CH2:12][O:11][C@@H:10]([O:23][CH2:24][C:25]([CH3:28])([CH3:27])[CH3:26])[C@@H:9]1[CH3:29])=[O:7])([CH3:4])([CH3:3])[CH3:2]. Given the product [C:1]([O:5][C:6]([N:8]1[C@@H:13]([CH2:14][OH:15])[CH2:12][O:11][C@@H:10]([O:23][CH2:24][C:25]([CH3:28])([CH3:27])[CH3:26])[C@@H:9]1[CH3:29])=[O:7])([CH3:4])([CH3:3])[CH3:2], predict the reactants needed to synthesize it.